Dataset: Reaction yield outcomes from USPTO patents with 853,638 reactions. Task: Predict the reaction yield, written as a fraction of the theoretical maximum amount of product (1.0 means a 100% yield; for example, 0.34 means a 34% yield). (1) The reactants are [Cl:1][C:2]1[CH:3]=[C:4]([CH:8]=[C:9]([Cl:11])[CH:10]=1)[C:5](O)=O.C(N(CC)CC)C.ClC(OC[CH:24]([CH3:26])C)=O.C[NH:28][C:29](=[S:32])[NH:30][NH2:31]. The catalyst is C1COCC1. The product is [Cl:1][C:2]1[CH:3]=[C:4]([C:5]2[N:28]([CH2:24][CH3:26])[C:29]([SH:32])=[N:30][N:31]=2)[CH:8]=[C:9]([Cl:11])[CH:10]=1. The yield is 0.0850. (2) The reactants are Br[C:2]1[C:10]2[O:9][C:8]([C:11]([O:13][CH2:14][CH3:15])=[O:12])=[CH:7][C:6]=2[CH:5]=[CH:4][CH:3]=1.[N:16]1[CH:21]=[CH:20][CH:19]=[CH:18][C:17]=1[CH2:22][CH2:23][N:24]1[CH2:29][CH2:28][NH:27][CH2:26][CH2:25]1.C(=O)([O-])[O-].[Cs+].[Cs+].C1(P(C2CCCCC2)C2C=CC=CC=2C2C(C(C)C)=CC(C(C)C)=CC=2C(C)C)CCCCC1. The catalyst is C1C=CC(/C=C/C(/C=C/C2C=CC=CC=2)=O)=CC=1.C1C=CC(/C=C/C(/C=C/C2C=CC=CC=2)=O)=CC=1.C1C=CC(/C=C/C(/C=C/C2C=CC=CC=2)=O)=CC=1.[Pd].[Pd].C(Cl)Cl.O. The product is [N:16]1[CH:21]=[CH:20][CH:19]=[CH:18][C:17]=1[CH2:22][CH2:23][N:24]1[CH2:29][CH2:28][N:27]([C:2]2[C:10]3[O:9][C:8]([C:11]([O:13][CH2:14][CH3:15])=[O:12])=[CH:7][C:6]=3[CH:5]=[CH:4][CH:3]=2)[CH2:26][CH2:25]1. The yield is 0.400. (3) The reactants are Br[C:2]1[CH:10]=[CH:9][CH:8]=[C:7]2[C:3]=1[C:4]1([CH2:25][O:24][C:23]3[CH:26]=[C:27]4[C:31](=[CH:32][C:22]1=3)[CH2:30][CH2:29][O:28]4)[C:5](=[O:21])[N:6]2[CH2:11][C:12]1[O:13][C:14]([C:17]([F:20])([F:19])[F:18])=[CH:15][CH:16]=1.[N:33]1[CH:38]=[C:37](B(O)O)[CH:36]=[N:35][CH:34]=1.C(=O)([O-])[O-].[Na+].[Na+]. The catalyst is C1C=CC([P]([Pd]([P](C2C=CC=CC=2)(C2C=CC=CC=2)C2C=CC=CC=2)([P](C2C=CC=CC=2)(C2C=CC=CC=2)C2C=CC=CC=2)[P](C2C=CC=CC=2)(C2C=CC=CC=2)C2C=CC=CC=2)(C2C=CC=CC=2)C2C=CC=CC=2)=CC=1.COCCOC. The product is [N:33]1[CH:38]=[C:37]([C:2]2[CH:10]=[CH:9][CH:8]=[C:7]3[C:3]=2[C:4]2([CH2:25][O:24][C:23]4[CH:26]=[C:27]5[C:31](=[CH:32][C:22]2=4)[CH2:30][CH2:29][O:28]5)[C:5](=[O:21])[N:6]3[CH2:11][C:12]2[O:13][C:14]([C:17]([F:18])([F:20])[F:19])=[CH:15][CH:16]=2)[CH:36]=[N:35][CH:34]=1. The yield is 0.260. (4) The reactants are [C:1]([NH:9][CH2:10][CH:11]1[CH2:16][CH2:15][CH2:14][CH:13]([N:17]2[C:26]3[CH:25]=[CH:24][CH:23]=[C:22]([C:27](O)=O)[C:21]=3[C:20]3=[N:30][O:31][C:32]([CH3:33])=[C:19]3[C:18]2=[O:34])[CH2:12]1)(=[O:8])[C:2]1[CH:7]=[CH:6][CH:5]=[CH:4][CH:3]=1.S(Cl)(Cl)=O.[CH2:39]([CH2:41][NH2:42])[OH:40]. The catalyst is C1(C)C=CC=CC=1.CN(C1C=CN=CC=1)C.ClCCl. The product is [O:40]1[CH2:39][CH2:41][N:42]=[C:27]1[C:22]1[C:21]2[C:20]3[C:19](=[C:32]([CH3:33])[O:31][N:30]=3)[C:18](=[O:34])[N:17]([CH:13]3[CH2:14][CH2:15][CH2:16][CH:11]([CH2:10][NH:9][C:1](=[O:8])[C:2]4[CH:7]=[CH:6][CH:5]=[CH:4][CH:3]=4)[CH2:12]3)[C:26]=2[CH:25]=[CH:24][CH:23]=1. The yield is 0.100.